From a dataset of Reaction yield outcomes from USPTO patents with 853,638 reactions. Predict the reaction yield, written as a fraction of the theoretical maximum amount of product (1.0 means a 100% yield; for example, 0.34 means a 34% yield). The reactants are [Cl:1][C:2]1[N:3]=[CH:4][CH:5]=[C:6]2[C:10]([CH3:11])=[C:9]([CH3:12])[NH:8][C:7]=12.I[CH2:14][CH3:15]. No catalyst specified. The product is [Cl:1][C:2]1[N:3]=[CH:4][CH:5]=[C:6]2[C:10]([CH3:11])=[C:9]([CH3:12])[N:8]([CH2:14][CH3:15])[C:7]=12. The yield is 0.420.